The task is: Regression. Given a peptide amino acid sequence and an MHC pseudo amino acid sequence, predict their binding affinity value. This is MHC class II binding data.. This data is from Peptide-MHC class II binding affinity with 134,281 pairs from IEDB. The peptide sequence is LKKLVFGYRKPLDNI. The MHC is HLA-DQA10102-DQB10602 with pseudo-sequence HLA-DQA10102-DQB10602. The binding affinity (normalized) is 0.